This data is from Reaction yield outcomes from USPTO patents with 853,638 reactions. The task is: Predict the reaction yield, written as a fraction of the theoretical maximum amount of product (1.0 means a 100% yield; for example, 0.34 means a 34% yield). (1) The reactants are [CH2:1]([O:3][C:4]([C:6]1[N:7]=[N:8][C:9]([C:12]([O:14][CH2:15][CH3:16])=[O:13])=NN=1)=[O:5])[CH3:2].[NH:17]1[C:25]2[C:20](=[CH:21][CH:22]=[CH:23][CH:24]=2)[CH:19]=[CH:18]1. The catalyst is C(Cl)Cl. The product is [C:6]1([C:4]([O:3][CH2:1][CH3:2])=[O:5])[N:7]=[N:8][C:9]([C:12]([O:14][CH2:15][CH3:16])=[O:13])=[C:18]2[C:19]=1[C:20]1[CH:21]=[CH:22][CH:23]=[CH:24][C:25]=1[NH:17]2. The yield is 0.520. (2) The reactants are [C:1]([O:5][C:6]([N:8]1[CH2:13][CH2:12][N:11]([C:14]2[C:19]([C:20]([O:22]CC)=[O:21])=[CH:18][N:17]=[C:16]([C:25]([CH3:28])([CH3:27])[CH3:26])[N:15]=2)[CH2:10][CH2:9]1)=[O:7])([CH3:4])([CH3:3])[CH3:2].O[Li].O. The catalyst is C1COCC1.CCO.O. The product is [C:1]([O:5][C:6]([N:8]1[CH2:9][CH2:10][N:11]([C:14]2[C:19]([C:20]([OH:22])=[O:21])=[CH:18][N:17]=[C:16]([C:25]([CH3:28])([CH3:27])[CH3:26])[N:15]=2)[CH2:12][CH2:13]1)=[O:7])([CH3:4])([CH3:3])[CH3:2]. The yield is 0.800. (3) The reactants are [F:1][C:2]1[C:3]([N+:16]([O-])=O)=[CH:4][C:5]([N+:13]([O-])=O)=[C:6]([CH:8]=[CH:9]N(C)C)[CH:7]=1. The catalyst is CCO.[Ni]. The product is [F:1][C:2]1[CH:7]=[C:6]2[C:5](=[CH:4][C:3]=1[NH2:16])[NH:13][CH:9]=[CH:8]2. The yield is 0.160. (4) The reactants are [Na].[N+:2]([C:5]1[CH:12]=[CH:11][CH:10]=[C:9]([N+]([O-])=O)[C:6]=1[C:7]#[N:8])([O-:4])=[O:3].[CH3:16][OH:17]. No catalyst specified. The product is [CH3:16][O:17][C:9]1[CH:10]=[CH:11][CH:12]=[C:5]([N+:2]([O-:4])=[O:3])[C:6]=1[C:7]#[N:8]. The yield is 0.940. (5) The reactants are [CH3:1]N(C)C=O.[CH:6]([O:9][C:10](=[O:47])[C@H:11]([CH2:23][C:24]1[CH:29]=[CH:28][C:27]([N:30]2[C:39](=[O:40])[C:38]3[C:33](=[CH:34][CH:35]=[C:36]([CH2:41][N:42]([CH:44]=[O:45])[CH3:43])[CH:37]=3)[NH:32][C:31]2=[O:46])=[CH:26][CH:25]=1)[NH:12][C:13](=[O:22])[C:14]1[C:19]([Cl:20])=[CH:18][CH:17]=[CH:16][C:15]=1[Cl:21])([CH3:8])[CH3:7].C(=O)([O-])[O-].[K+].[K+].C1(C)C=CC(S(OC)(=O)=O)=CC=1. The catalyst is O.C(O)(=O)C. The product is [CH:6]([O:9][C:10](=[O:47])[C@H:11]([CH2:23][C:24]1[CH:25]=[CH:26][C:27]([N:30]2[C:39](=[O:40])[C:38]3[C:33](=[CH:34][CH:35]=[C:36]([CH2:41][N:42]([CH:44]=[O:45])[CH3:43])[CH:37]=3)[N:32]([CH3:1])[C:31]2=[O:46])=[CH:28][CH:29]=1)[NH:12][C:13](=[O:22])[C:14]1[C:15]([Cl:21])=[CH:16][CH:17]=[CH:18][C:19]=1[Cl:20])([CH3:8])[CH3:7]. The yield is 0.940. (6) The reactants are BrC1[C:3]2[C:8]([C:9]([C:16]3[CH:17]=CC4C=CC5C(C=4[CH:29]=3)=CC=CC=5)=[C:10]3[C:15]=1[CH:14]=[CH:13][CH:12]=[CH:11]3)=[CH:7][CH:6]=[CH:5][CH:4]=2.[C:30]1([N:36]2[C:40]3[CH:41]=[CH:42][CH:43]=[CH:44][C:39]=3[N:38]=[C:37]2C2C=CC(B(O)O)=CC=2)[CH:35]=[CH:34][CH:33]=[CH:32][CH:31]=1.C([O-])([O-])=O.[Na+].[Na+].N#N.[C:62]1([CH3:68])[CH:67]=[CH:66][CH:65]=[CH:64][CH:63]=1. The yield is 0.680. The catalyst is CCO.C1C=CC([P]([Pd]([P](C2C=CC=CC=2)(C2C=CC=CC=2)C2C=CC=CC=2)([P](C2C=CC=CC=2)(C2C=CC=CC=2)C2C=CC=CC=2)[P](C2C=CC=CC=2)(C2C=CC=CC=2)C2C=CC=CC=2)(C2C=CC=CC=2)C2C=CC=CC=2)=CC=1.O.CO. The product is [CH:64]1[C:65]2[CH:10]=[CH:9][C:8]3[C:7](=[CH:6][CH:5]=[CH:4][CH:3]=3)[C:66]=2[CH:67]=[C:62]([C:68]2[C:17]3[C:16](=[CH:29][CH:11]=[CH:12][CH:13]=3)[C:9]([C:10]3[CH:11]=[CH:12][C:13]([C:37]4[N:36]([C:30]5[CH:31]=[CH:32][CH:33]=[CH:34][CH:35]=5)[C:40]5[CH:41]=[CH:42][CH:43]=[CH:44][C:39]=5[N:38]=4)=[CH:14][CH:15]=3)=[C:8]3[C:3]=2[CH:4]=[CH:5][CH:6]=[CH:7]3)[CH:63]=1.